This data is from HIV replication inhibition screening data with 41,000+ compounds from the AIDS Antiviral Screen. The task is: Binary Classification. Given a drug SMILES string, predict its activity (active/inactive) in a high-throughput screening assay against a specified biological target. (1) The drug is O=C(O)c1cscc1Cc1ccccc1. The result is 0 (inactive). (2) The drug is COC(=O)C(Cc1cc(OC)c(OC)c(OC)c1)(NC(=O)c1ccccc1)P(=O)(OC)OC. The result is 0 (inactive). (3) The compound is N=C(N)NS(=O)(=O)c1ccc(Nc2c3ccccc3nc3ccc(C(=O)Nc4ccc(S(N)(=O)=O)cc4)cc23)cc1. The result is 0 (inactive). (4) The compound is O=C(C(=Cc1ccccc1)c1ccccc1)N1c2ccccc2CC1c1c[nH]c2ccccc12. The result is 0 (inactive).